This data is from Forward reaction prediction with 1.9M reactions from USPTO patents (1976-2016). The task is: Predict the product of the given reaction. (1) Given the reactants [CH3:1][N:2]1[C:10]2[CH2:9][CH2:8][CH2:7][C:6](=[O:11])[C:5]=2[CH:4]=[N:3]1.C1(N([S:19]([C:22]([F:25])([F:24])[F:23])(=[O:21])=[O:20])[S:19]([C:22]([F:25])([F:24])[F:23])(=[O:21])=[O:20])C=CC=CC=1.C[Si]([N-][Si](C)(C)C)(C)C.[K+], predict the reaction product. The product is: [F:23][C:22]([F:25])([F:24])[S:19]([O:11][C:6]1[C:5]2[CH:4]=[N:3][N:2]([CH3:1])[C:10]=2[CH2:9][CH2:8][CH:7]=1)(=[O:21])=[O:20]. (2) Given the reactants [CH3:1][C:2]1[CH:6]=[C:5]([NH2:7])[N:4]([C:8]2[CH:13]=[CH:12][CH:11]=[C:10]([CH3:14])[N:9]=2)[N:3]=1.Cl[C:16]1[CH:24]=[C:23]([F:25])[C:22]([F:26])=[CH:21][C:17]=1[C:18]([OH:20])=[O:19].C(=O)([O-])[O-].[K+].[K+].Cl, predict the reaction product. The product is: [F:25][C:23]1[C:22]([F:26])=[CH:21][C:17]([C:18]([OH:20])=[O:19])=[C:16]([NH:7][C:5]2[N:4]([C:8]3[CH:13]=[CH:12][CH:11]=[C:10]([CH3:14])[N:9]=3)[N:3]=[C:2]([CH3:1])[CH:6]=2)[CH:24]=1. (3) Given the reactants [C:1]1([CH:7]([C:14]2[CH:19]=[CH:18][C:17]([C:20]([F:23])([F:22])[F:21])=[CH:16][CH:15]=2)[CH:8]2[CH2:13][CH2:12][NH:11][CH2:10][CH2:9]2)[CH:6]=[CH:5][CH:4]=[CH:3][CH:2]=1.C(N(CC)CC)C.Br[CH2:32][C:33]([O:35][CH2:36][CH3:37])=[O:34].C(OCC)(=O)C, predict the reaction product. The product is: [C:1]1([CH:7]([C:14]2[CH:15]=[CH:16][C:17]([C:20]([F:23])([F:21])[F:22])=[CH:18][CH:19]=2)[CH:8]2[CH2:9][CH2:10][N:11]([CH2:32][C:33]([O:35][CH2:36][CH3:37])=[O:34])[CH2:12][CH2:13]2)[CH:2]=[CH:3][CH:4]=[CH:5][CH:6]=1. (4) Given the reactants [C:1]([O:4][C@H:5]1[C@H:10]([O:11][C:12](=[O:14])[CH3:13])[C@@H:9]([O:15][C:16](=[O:18])[CH3:17])[C@H:8]([C:19]2[CH:24]=[CH:23][C:22]([Cl:25])=[C:21]([CH2:26][C:27]3[CH:32]=[CH:31][C:30]([OH:33])=[C:29]([N+:34]([O-])=O)[CH:28]=3)[CH:20]=2)[O:7][C@@H:6]1[CH2:37][O:38][C:39](=[O:41])[CH3:40])(=[O:3])[CH3:2], predict the reaction product. The product is: [C:1]([O:4][C@H:5]1[C@H:10]([O:11][C:12](=[O:14])[CH3:13])[C@@H:9]([O:15][C:16](=[O:18])[CH3:17])[C@H:8]([C:19]2[CH:24]=[CH:23][C:22]([Cl:25])=[C:21]([CH2:26][C:27]3[CH:32]=[CH:31][C:30]([OH:33])=[C:29]([NH2:34])[CH:28]=3)[CH:20]=2)[O:7][C@@H:6]1[CH2:37][O:38][C:39](=[O:41])[CH3:40])(=[O:3])[CH3:2]. (5) Given the reactants [C:1]1([CH:11]=[C:12]([C:15]#[N:16])[C:13]#[N:14])[C:10]2[C:5](=[CH:6][CH:7]=[CH:8][CH:9]=2)[CH:4]=[CH:3][CH:2]=1.[CH3:17][O:18][C:19]1[CH:24]=[CH:23][CH:22]=[CH:21][C:20]=1[Mg]Br, predict the reaction product. The product is: [CH3:17][O:18][C:19]1[CH:24]=[CH:23][CH:22]=[CH:21][C:20]=1[CH:11]([C:1]1[C:10]2[C:5](=[CH:6][CH:7]=[CH:8][CH:9]=2)[CH:4]=[CH:3][CH:2]=1)[CH:12]([C:13]#[N:14])[C:15]#[N:16]. (6) Given the reactants [NH2:1][CH2:2][CH2:3][CH:4]1[C:8]2[C:9]3[N:10]([N:13]=[C:14]([C:20]4[CH:25]=[CH:24][CH:23]=[CH:22][CH:21]=4)[C:15]=3C(OC)=O)[CH:11]=[CH:12][C:7]=2[CH2:6][CH2:5]1, predict the reaction product. The product is: [C:20]1([C:14]2[CH:15]=[C:9]3[C:8]4[CH:4]([CH2:3][CH2:2][NH2:1])[CH2:5][CH2:6][C:7]=4[CH:12]=[CH:11][N:10]3[N:13]=2)[CH:21]=[CH:22][CH:23]=[CH:24][CH:25]=1.